From a dataset of Forward reaction prediction with 1.9M reactions from USPTO patents (1976-2016). Predict the product of the given reaction. Given the reactants [CH:1]([N:4]1[CH2:9][CH2:8][CH:7]([NH:10][S:11]([CH2:14][CH2:15][NH:16][C:17]([C:19]2[S:20][C:21]([Cl:24])=[CH:22][CH:23]=2)=[O:18])(=[O:13])=[O:12])[CH2:6][CH2:5]1)([CH3:3])[CH3:2].[N:25]([CH2:28][CH2:29][CH3:30])=[C:26]=[O:27], predict the reaction product. The product is: [CH:1]([N:4]1[CH2:9][CH2:8][CH:7]([N:10]([C:26]([NH:25][CH2:28][CH2:29][CH3:30])=[O:27])[S:11]([CH2:14][CH2:15][NH:16][C:17]([C:19]2[S:20][C:21]([Cl:24])=[CH:22][CH:23]=2)=[O:18])(=[O:12])=[O:13])[CH2:6][CH2:5]1)([CH3:3])[CH3:2].